From a dataset of Peptide-MHC class II binding affinity with 134,281 pairs from IEDB. Regression. Given a peptide amino acid sequence and an MHC pseudo amino acid sequence, predict their binding affinity value. This is MHC class II binding data. The peptide sequence is LAECARRRLRTLVLA. The MHC is DRB1_0301 with pseudo-sequence DRB1_0301. The binding affinity (normalized) is 0.500.